This data is from Full USPTO retrosynthesis dataset with 1.9M reactions from patents (1976-2016). The task is: Predict the reactants needed to synthesize the given product. (1) Given the product [F:22][C:20]1[CH:19]=[CH:18][C:17]([F:23])=[C:16]2[C:21]=1[CH:13]([CH2:12][C:11]([CH:8]1[CH2:9][CH2:10][CH:5]([OH:4])[CH2:6][CH2:7]1)([F:28])[F:27])[N:14]1[CH:26]=[N:25][CH:24]=[C:15]12, predict the reactants needed to synthesize it. The reactants are: C([O:4][CH:5]1[CH2:10][CH2:9][CH:8]([C:11]([F:28])([F:27])[CH2:12][CH:13]2[C:21]3[C:16](=[C:17]([F:23])[CH:18]=[CH:19][C:20]=3[F:22])[C:15]3=[CH:24][N:25]=[CH:26][N:14]23)[CH2:7][CH2:6]1)(=O)C.C(=O)([O-])[O-].[K+].[K+].[NH4+].[Cl-].CC#N. (2) Given the product [ClH:1].[Cl:1][C:2]1[C:6]([N:14]2[CH2:19][CH2:18][NH:17][CH2:16][CH2:15]2)=[N:5][S:4][N:3]=1, predict the reactants needed to synthesize it. The reactants are: [Cl:1][C:2]1[C:6](Cl)=[N:5][S:4][N:3]=1.O.O.O.O.O.O.[NH:14]1[CH2:19][CH2:18][NH:17][CH2:16][CH2:15]1.[OH-].[Na+]. (3) The reactants are: [CH3:1][C:2]1[CH:7]=[CH:6][CH:5]=[C:4](P(=O)=O)[C:3]=1[OH:11].[P:12](C1C(C)=CC=CC=1O)(=[O:14])=[O:13]. Given the product [CH3:1][C:2]1[CH:7]=[CH:6][CH:5]=[CH:4][C:3]=1[O:11][P:12](=[O:14])=[O:13], predict the reactants needed to synthesize it. (4) Given the product [Cl:13][C:14]1[CH:19]=[C:18]([C:2]2[CH:3]=[N:4][N:5]([C:7]3[CH:12]=[CH:11][CH:10]=[CH:9][N:8]=3)[CH:6]=2)[CH:17]=[CH:16][CH:15]=1, predict the reactants needed to synthesize it. The reactants are: Br[C:2]1[CH:3]=[N:4][N:5]([C:7]2[CH:12]=[CH:11][CH:10]=[CH:9][N:8]=2)[CH:6]=1.[Cl:13][C:14]1[CH:15]=[C:16](B(O)O)[CH:17]=[CH:18][CH:19]=1.C(=O)([O-])[O-].[K+].[K+]. (5) Given the product [NH:17]1[CH2:18][CH2:19][CH2:20][CH:16]1[C:13]1[CH:14]=[CH:15][C:10]([S:7]([NH:6][C:2]2[S:1][CH:5]=[CH:4][N:3]=2)(=[O:8])=[O:9])=[CH:11][CH:12]=1, predict the reactants needed to synthesize it. The reactants are: [S:1]1[CH:5]=[CH:4][N:3]=[C:2]1[NH:6][S:7]([C:10]1[CH:15]=[CH:14][C:13]([CH:16]2[CH2:20][CH2:19][CH2:18][N:17]2C(=O)C(F)(F)F)=[CH:12][CH:11]=1)(=[O:9])=[O:8].[OH-].[Na+].Cl.